This data is from Reaction yield outcomes from USPTO patents with 853,638 reactions. The task is: Predict the reaction yield, written as a fraction of the theoretical maximum amount of product (1.0 means a 100% yield; for example, 0.34 means a 34% yield). (1) The reactants are [Br:1][C:2]1[CH:3]=[C:4]([CH:8]=[C:9]([N+:11]([O-:13])=[O:12])[CH:10]=1)[C:5]([OH:7])=[O:6].O=S(Cl)Cl.[CH3:18]O. No catalyst specified. The product is [CH3:18][O:6][C:5](=[O:7])[C:4]1[CH:8]=[C:9]([N+:11]([O-:13])=[O:12])[CH:10]=[C:2]([Br:1])[CH:3]=1. The yield is 0.940. (2) The reactants are [C:1]1([C:7]2[NH:11][N:10]=[C:9]([C:12]([OH:14])=O)[CH:8]=2)[CH:6]=[CH:5][CH:4]=[CH:3][CH:2]=1.CCN([CH:21]([CH3:23])C)C(C)C.C1C=CC2N([OH:33])N=NC=2C=1.CCN=C=NCCC[N:42]([CH3:44])C.Cl.CN([CH:49]=[O:50])C. The catalyst is O. The product is [CH2:21]([O:33][C:49](=[O:50])[CH2:44][NH:42][C:12]([C:9]1[CH:8]=[C:7]([C:1]2[CH:2]=[CH:3][CH:4]=[CH:5][CH:6]=2)[NH:11][N:10]=1)=[O:14])[CH3:23]. The yield is 0.420. (3) The reactants are Br[C:2]1[CH:3]=[C:4]([C:17]([NH:19][CH2:20][C:21]2[C:22](=[O:29])[NH:23][C:24]([CH3:28])=[CH:25][C:26]=2[CH3:27])=[O:18])[C:5]2[CH:10]=[N:9][N:8]([CH:11]3[CH2:16][CH2:15][CH2:14][CH2:13][CH2:12]3)[C:6]=2[N:7]=1.[CH3:30][C:31]1([CH3:48])[CH2:36][C:35](B2OC(C)(C)C(C)(C)O2)=[CH:34][C:33]([CH3:47])([CH3:46])[NH:32]1.C([O-])([O-])=O.[Na+].[Na+].CCOC(C)=O. The catalyst is O1CCOCC1.C1C=CC([P]([Pd]([P](C2C=CC=CC=2)(C2C=CC=CC=2)C2C=CC=CC=2)([P](C2C=CC=CC=2)(C2C=CC=CC=2)C2C=CC=CC=2)[P](C2C=CC=CC=2)(C2C=CC=CC=2)C2C=CC=CC=2)(C2C=CC=CC=2)C2C=CC=CC=2)=CC=1. The product is [CH:11]1([N:8]2[C:6]3[N:7]=[C:2]([C:35]4[CH2:34][C:33]([CH3:47])([CH3:46])[NH:32][C:31]([CH3:48])([CH3:30])[CH:36]=4)[CH:3]=[C:4]([C:17]([NH:19][CH2:20][C:21]4[C:22](=[O:29])[NH:23][C:24]([CH3:28])=[CH:25][C:26]=4[CH3:27])=[O:18])[C:5]=3[CH:10]=[N:9]2)[CH2:16][CH2:15][CH2:14][CH2:13][CH2:12]1. The yield is 0.0700. (4) The yield is 0.370. The product is [CH3:31][O:32][N:33]=[C:27]([C:24]1[CH:25]=[CH:26][C:21]2[N:22]([C:18]([CH2:17][C:13]3[CH:14]=[C:15]4[C:10](=[CH:11][CH:12]=3)[N:9]=[CH:8][C:7]([C:5]3[CH:4]=[N:3][N:2]([CH3:1])[CH:6]=3)=[CH:16]4)=[N:19][N:20]=2)[N:23]=1)[CH3:28]. The reactants are [CH3:1][N:2]1[CH:6]=[C:5]([C:7]2[CH:8]=[N:9][C:10]3[C:15]([CH:16]=2)=[CH:14][C:13]([CH2:17][C:18]2[N:22]4[N:23]=[C:24]([C:27](=O)[CH3:28])[CH:25]=[CH:26][C:21]4=[N:20][N:19]=2)=[CH:12][CH:11]=3)[CH:4]=[N:3]1.Cl.[CH3:31][O:32][NH2:33].Cl. The catalyst is CO.